This data is from Catalyst prediction with 721,799 reactions and 888 catalyst types from USPTO. The task is: Predict which catalyst facilitates the given reaction. (1) Reactant: [N:1]1[CH:6]=[CH:5][CH:4]=[CH:3][C:2]=1[CH2:7][CH2:8][NH:9][CH2:10][C:11]1[CH:16]=[CH:15][CH:14]=[C:13]([CH2:17][CH2:18][O:19][CH:20]2[CH2:25][CH2:24][CH2:23][CH2:22][O:21]2)[CH:12]=1.C(N(CC)C(C)C)(C)C.[C:35](O[C:35]([O:37][C:38]([CH3:41])([CH3:40])[CH3:39])=[O:36])([O:37][C:38]([CH3:41])([CH3:40])[CH3:39])=[O:36]. The catalyst class is: 4. Product: [C:38]([O:37][C:35](=[O:36])[N:9]([CH2:8][CH2:7][C:2]1[CH:3]=[CH:4][CH:5]=[CH:6][N:1]=1)[CH2:10][C:11]1[CH:16]=[CH:15][CH:14]=[C:13]([CH2:17][CH2:18][O:19][CH:20]2[CH2:25][CH2:24][CH2:23][CH2:22][O:21]2)[CH:12]=1)([CH3:41])([CH3:40])[CH3:39]. (2) Reactant: [Cl:1][C:2]1[CH:7]=[C:6]([OH:8])[C:5]([C:9]2[CH:14]=[CH:13][N:12]=[N:11][CH:10]=2)=[CH:4][C:3]=1[C:15]1[CH:20]=[CH:19][CH:18]=[C:17]([F:21])[CH:16]=1.[Cl:22][C:23]1[C:24](F)=[CH:25][C:26]([F:49])=[C:27]([S:29]([N:32]([CH2:38][C:39]2[CH:44]=[CH:43][C:42]([O:45][CH3:46])=[CH:41][C:40]=2[O:47][CH3:48])[C:33]2[S:34][CH:35]=[N:36][N:37]=2)(=[O:31])=[O:30])[CH:28]=1.C(=O)([O-])[O-].[K+].[K+].O. Product: [Cl:22][C:23]1[C:24]([O:8][C:6]2[C:5]([C:9]3[CH:14]=[CH:13][N:12]=[N:11][CH:10]=3)=[CH:4][C:3]([C:15]3[CH:20]=[CH:19][CH:18]=[C:17]([F:21])[CH:16]=3)=[C:2]([Cl:1])[CH:7]=2)=[CH:25][C:26]([F:49])=[C:27]([S:29]([N:32]([CH2:38][C:39]2[CH:44]=[CH:43][C:42]([O:45][CH3:46])=[CH:41][C:40]=2[O:47][CH3:48])[C:33]2[S:34][CH:35]=[N:36][N:37]=2)(=[O:30])=[O:31])[CH:28]=1. The catalyst class is: 148.